From a dataset of Forward reaction prediction with 1.9M reactions from USPTO patents (1976-2016). Predict the product of the given reaction. Given the reactants [C:1]([C:4]1[CH:33]=[CH:32][C:7]([O:8][CH2:9][C:10]2[CH:15]=[CH:14][C:13]([CH:16]([O:25]C3CCCCO3)[C:17]3[CH:18]=[C:19]([CH:22]=[CH:23][CH:24]=3)[C:20]#[N:21])=[CH:12][CH:11]=2)=[C:6]([CH2:34][CH2:35][CH3:36])[C:5]=1[OH:37])(=[O:3])[CH3:2].O.C1(C)C=CC(S(O)(=O)=O)=CC=1.CO.ClCCl, predict the reaction product. The product is: [C:1]([C:4]1[CH:33]=[CH:32][C:7]([O:8][CH2:9][C:10]2[CH:11]=[CH:12][C:13]([CH:16]([OH:25])[C:17]3[CH:18]=[C:19]([CH:22]=[CH:23][CH:24]=3)[C:20]#[N:21])=[CH:14][CH:15]=2)=[C:6]([CH2:34][CH2:35][CH3:36])[C:5]=1[OH:37])(=[O:3])[CH3:2].